This data is from Peptide-MHC class I binding affinity with 185,985 pairs from IEDB/IMGT. The task is: Regression. Given a peptide amino acid sequence and an MHC pseudo amino acid sequence, predict their binding affinity value. This is MHC class I binding data. The peptide sequence is AIDPRRIVA. The MHC is HLA-A02:03 with pseudo-sequence HLA-A02:03. The binding affinity (normalized) is 0.0847.